This data is from Forward reaction prediction with 1.9M reactions from USPTO patents (1976-2016). The task is: Predict the product of the given reaction. Given the reactants [C:1]([O:5][C:6](=[O:38])[NH:7][CH:8]([C:32]1[CH:37]=[CH:36][CH:35]=[CH:34][CH:33]=1)[C:9]([NH:11][NH:12][C:13]([C@@H:15]1[CH2:21][CH2:20][C@@H:19]2[CH2:22][N:16]1[C:17](=[O:31])[N:18]2[O:23]CC1C=CC=CC=1)=[O:14])=[O:10])([CH3:4])([CH3:3])[CH3:2], predict the reaction product. The product is: [C:1]([O:5][C:6](=[O:38])[NH:7][CH:8]([C:32]1[CH:37]=[CH:36][CH:35]=[CH:34][CH:33]=1)[C:9]([NH:11][NH:12][C:13]([C@@H:15]1[CH2:21][CH2:20][C@@H:19]2[CH2:22][N:16]1[C:17](=[O:31])[N:18]2[OH:23])=[O:14])=[O:10])([CH3:4])([CH3:2])[CH3:3].